This data is from Full USPTO retrosynthesis dataset with 1.9M reactions from patents (1976-2016). The task is: Predict the reactants needed to synthesize the given product. (1) Given the product [NH2:12][C@H:13]1[CH2:18][CH2:17][CH2:16][N:15]([C:19]2[C:27]([F:28])=[CH:26][C:25]([C:29]([NH2:30])=[O:2])=[C:24]3[C:20]=2[C:21]([CH3:32])=[C:22]([CH3:31])[NH:23]3)[CH2:14]1, predict the reactants needed to synthesize it. The reactants are: S(=O)(=O)(O)[OH:2].C(OC(=O)[NH:12][C@H:13]1[CH2:18][CH2:17][CH2:16][N:15]([C:19]2[C:27]([F:28])=[CH:26][C:25]([C:29]#[N:30])=[C:24]3[C:20]=2[C:21]([CH3:32])=[C:22]([CH3:31])[NH:23]3)[CH2:14]1)(C)(C)C. (2) The reactants are: [CH3:1][C:2]([CH3:46])([CH3:45])[CH2:3][O:4][C:5](=[O:44])[N:6]=[C:7]([NH2:43])[C:8]1[CH:13]=[CH:12][C:11]([NH:14][CH:15]([C:29]2[N:33]=[C:32]([O:34][CH2:35]Cl)[N:31]([C:37]3[N:42]=[CH:41][CH:40]=[CH:39][N:38]=3)[N:30]=2)[C:16]2[CH:21]=[C:20]([O:22][CH3:23])[CH:19]=[C:18]([O:24][CH2:25][CH2:26][OH:27])[C:17]=2[F:28])=[CH:10][CH:9]=1.C(=O)([O-])O.[K+].[CH2:52]([CH:54]([CH2:58][CH3:59])[C:55]([OH:57])=[O:56])[CH3:53].[I-].[Na+].[Cl-].[NH4+]. Given the product [NH2:43][C:7](=[N:6][C:5]([O:4][CH2:3][C:2]([CH3:46])([CH3:45])[CH3:1])=[O:44])[C:8]1[CH:13]=[CH:12][C:11]([NH:14][CH:15]([C:16]2[CH:21]=[C:20]([O:22][CH3:23])[CH:19]=[C:18]([O:24][CH2:25][CH2:26][OH:27])[C:17]=2[F:28])[C:29]2[N:33]=[C:32]([O:34][CH2:35][O:57][C:55](=[O:56])[CH:54]([CH2:58][CH3:59])[CH2:52][CH3:53])[N:31]([C:37]3[N:42]=[CH:41][CH:40]=[CH:39][N:38]=3)[N:30]=2)=[CH:10][CH:9]=1, predict the reactants needed to synthesize it. (3) Given the product [O:26]=[C:12]1[C:11]2([C:3]3=[CH:4][C:5]4[O:9][CH2:8][O:7][C:6]=4[CH:10]=[C:2]3[O:28][CH2:27]2)[C:19]2[C:14](=[CH:15][CH:16]=[CH:17][CH:18]=2)[N:13]1[CH2:20][C:21]([O:23][CH2:24][CH3:25])=[O:22], predict the reactants needed to synthesize it. The reactants are: O[C:2]1[C:3]([C:11]2([CH2:27][OH:28])[C:19]3[C:14](=[CH:15][CH:16]=[CH:17][CH:18]=3)[N:13]([CH2:20][C:21]([O:23][CH2:24][CH3:25])=[O:22])[C:12]2=[O:26])=[CH:4][C:5]2[O:9][CH2:8][O:7][C:6]=2[CH:10]=1.C1(CCN2C3C(=CC=CC=3)C(C3C(O)=CC4OCOC=4C=3)(CO)C2=O)CC1. (4) Given the product [F:30][C:2]([F:1])([F:31])[C:3]([C:9]1[CH:10]=[CH:11][C:12]([CH2:13][N:14]2[CH2:19][CH2:18][NH:17][CH2:16][C:15]2=[O:27])=[CH:28][CH:29]=1)([OH:8])[C:4]([F:7])([F:6])[F:5], predict the reactants needed to synthesize it. The reactants are: [F:1][C:2]([F:31])([F:30])[C:3]([C:9]1[CH:29]=[CH:28][C:12]([CH2:13][N:14]2[CH2:19][CH2:18][N:17](C(OC(C)(C)C)=O)[CH2:16][C:15]2=[O:27])=[CH:11][CH:10]=1)([OH:8])[C:4]([F:7])([F:6])[F:5].FC(F)(F)C(O)=O.